Task: Predict the reaction yield, written as a fraction of the theoretical maximum amount of product (1.0 means a 100% yield; for example, 0.34 means a 34% yield).. Dataset: Reaction yield outcomes from USPTO patents with 853,638 reactions (1) The reactants are [N:1]([CH2:4][C:5]1[CH:10]=[CH:9][C:8]([C:11]([CH:13]2[CH2:18][CH2:17][CH2:16][CH2:15][CH2:14]2)=[O:12])=[CH:7][CH:6]=1)=[N+]=[N-].[C:19]([O:23][C:24](O[C:24]([O:23][C:19]([CH3:22])([CH3:21])[CH3:20])=[O:25])=[O:25])([CH3:22])([CH3:21])[CH3:20]. The catalyst is C(O)C.[Pd]. The product is [C:19]([O:23][C:24]([NH:1][CH2:4][C:5]1[CH:10]=[CH:9][C:8]([C:11]([CH:13]2[CH2:18][CH2:17][CH2:16][CH2:15][CH2:14]2)=[O:12])=[CH:7][CH:6]=1)=[O:25])([CH3:22])([CH3:21])[CH3:20]. The yield is 0.490. (2) The reactants are [F:1][CH:2]([C:22]1[CH:27]=[CH:26][CH:25]=[CH:24][N:23]=1)[C:3]([NH:5][C:6]1[CH:11]=[CH:10][CH:9]=[C:8]([B:12]2[O:16][C:15]([CH3:18])([CH3:17])[C:14]([CH3:20])([CH3:19])[O:13]2)[C:7]=1[CH3:21])=[O:4].C1N=CN([C:33](N2C=NC=C2)=[O:34])C=1. The catalyst is C1(C)C=CC=CC=1. The product is [F:1][C:2]1[C:3](=[O:4])[N:5]([C:6]2[CH:11]=[CH:10][CH:9]=[C:8]([B:12]3[O:13][C:14]([CH3:19])([CH3:20])[C:15]([CH3:17])([CH3:18])[O:16]3)[C:7]=2[CH3:21])[C:33](=[O:34])[N:23]2[CH:24]=[CH:25][CH:26]=[CH:27][C:22]=12. The yield is 0.260. (3) The reactants are [CH3:1][C:2]1[O:6][N:5]=[C:4]([C:7]2[CH:12]=[CH:11][CH:10]=[CH:9][CH:8]=2)[C:3]=1[CH2:13][O:14][C:15]1[CH:23]=[CH:22][C:18]([C:19]([OH:21])=O)=[CH:17][N:16]=1.[C:24]([NH2:28])([CH3:27])([CH3:26])[CH3:25]. No catalyst specified. The product is [C:24]([NH:28][C:19](=[O:21])[C:18]1[CH:22]=[CH:23][C:15]([O:14][CH2:13][C:3]2[C:4]([C:7]3[CH:8]=[CH:9][CH:10]=[CH:11][CH:12]=3)=[N:5][O:6][C:2]=2[CH3:1])=[N:16][CH:17]=1)([CH3:27])([CH3:26])[CH3:25]. The yield is 0.760. (4) The reactants are Cl.Cl.[F:3][C:4]1[CH:5]=[C:6]([NH:31]C(NC(=O)CC2C=CC(F)=CC=2)=S)[CH:7]=[CH:8][C:9]=1[O:10][C:11]1[C:16]2=[C:17]([CH3:30])C(OCCN3CCN(C)CC3)=CN2N=CN=1.[OH:45][C:46]1[N:54]=[CH:53][CH:52]=[CH:51][C:47]=1[C:48]([OH:50])=O.CN(C(O[N:63]1N=NC2C=[CH:67][CH:68]=[N:69][C:64]1=2)=[N+](C)C)C.F[P-](F)(F)(F)(F)F.CCN(C(C)C)C(C)C. The catalyst is CN(C=O)C.CN(C1C=CN=CC=1)C. The product is [NH:63]1[C:64]2=[N:69][CH:68]=[CH:67][C:11]([O:10][C:9]3[CH:8]=[CH:7][C:6]([NH:31][C:48]([C:47]4[C:46](=[O:45])[NH:54][CH:53]=[CH:52][CH:51]=4)=[O:50])=[CH:5][C:4]=3[F:3])=[C:16]2[CH:17]=[CH:30]1. The yield is 0.220. (5) The catalyst is C(O)C.O.NN. The product is [CH3:32][C:29]1[CH:30]=[CH:31][C:26]([NH:13][C:11]([C:2]2[CH:3]=[CH:4][C:5]3[C:10](=[CH:9][CH:8]=[CH:7][CH:6]=3)[CH:1]=2)=[O:12])=[N:27][CH:28]=1. The yield is 0.981. The reactants are [CH:1]1[C:10]2[C:5](=[CH:6][CH:7]=[CH:8][CH:9]=2)[CH:4]=[CH:3][C:2]=1[C:11]([N:13]([C:26]1[CH:31]=[CH:30][C:29]([CH3:32])=[CH:28][N:27]=1)C(C1C=CC2C(=CC=CC=2)C=1)=O)=[O:12]. (6) The reactants are [F:1][C:2]([F:12])([F:11])[O:3][C:4]1[CH:5]=[C:6]([CH:8]=[CH:9][CH:10]=1)[NH2:7].[F:13][C:14]([F:19])([F:18])[CH:15]1[O:17][CH2:16]1. No catalyst specified. The product is [F:1][C:2]([F:11])([F:12])[O:3][C:4]1[CH:5]=[C:6]([NH:7][CH2:16][CH:15]([OH:17])[C:14]([F:19])([F:18])[F:13])[CH:8]=[CH:9][CH:10]=1. The yield is 0.880. (7) The reactants are [Br:1]N1C(=O)CCC1=O.[Br:9][C:10]1[CH:11]=[CH:12][C:13]2[S:17][C:16]([CH3:18])=[N:15][C:14]=2[CH:19]=1. The catalyst is C(Cl)(Cl)(Cl)Cl. The product is [Br:9][C:10]1[CH:11]=[CH:12][C:13]2[S:17][C:16]([CH2:18][Br:1])=[N:15][C:14]=2[CH:19]=1. The yield is 0.390. (8) The catalyst is CCOCC. The yield is 0.920. The reactants are [Cl:1][C:2]1[CH:17]=[CH:16][C:5]([C:6]([NH:8][C:9]2[CH:14]=[CH:13][C:12]([CH3:15])=[CH:11][CH:10]=2)=O)=[CH:4][C:3]=1[C:18]([F:21])([F:20])[F:19].COC1C=CC(P2(SP(C3C=CC(OC)=CC=3)(=S)S2)=[S:31])=CC=1.C1(C)C=CC=CC=1. The product is [Cl:1][C:2]1[CH:17]=[CH:16][C:5]([C:6]([NH:8][C:9]2[CH:14]=[CH:13][C:12]([CH3:15])=[CH:11][CH:10]=2)=[S:31])=[CH:4][C:3]=1[C:18]([F:21])([F:20])[F:19]. (9) The reactants are [Br-:1].[OH:2][C:3]1[CH:8]=[CH:7][C:6]([C:9](=[O:36])[CH2:10][N+:11]23[CH2:18][CH2:17][CH:14]([CH2:15][CH2:16]2)[C@@H:13]([O:19][C:20](=[O:35])[C@@H:21]([C:29]2[CH:34]=[CH:33][CH:32]=[CH:31][CH:30]=2)[NH:22][C:23]2[CH:28]=[CH:27][CH:26]=[CH:25][CH:24]=2)[CH2:12]3)=[CH:5][CH:4]=1.[CH3:37][S:38](Cl)(=[O:40])=[O:39].CC#N.O. The catalyst is C(Cl)Cl. The product is [Br-:1].[CH3:37][S:38]([O:2][C:3]1[CH:8]=[CH:7][C:6]([C:9](=[O:36])[CH2:10][N+:11]23[CH2:16][CH2:15][CH:14]([CH2:17][CH2:18]2)[C@@H:13]([O:19][C:20](=[O:35])[C@@H:21]([C:29]2[CH:30]=[CH:31][CH:32]=[CH:33][CH:34]=2)[NH:22][C:23]2[CH:24]=[CH:25][CH:26]=[CH:27][CH:28]=2)[CH2:12]3)=[CH:5][CH:4]=1)(=[O:40])=[O:39]. The yield is 0.319. (10) The catalyst is O.C(O)C. The reactants are [Cl:1][C:2]1[CH:3]=[CH:4][C:5]([N+:9]([O-:11])=[O:10])=[C:6]([CH:8]=1)[NH2:7].Cl.[N:13]([O-])=O.[Na+].[Cl:17][CH:18](C(C)=O)[C:19]([O:21][CH2:22][CH3:23])=[O:20].C([O-])(=O)C.[Na+]. The product is [Cl:17]/[C:18](=[N:13]\[NH:7][C:6]1[CH:8]=[C:2]([Cl:1])[CH:3]=[CH:4][C:5]=1[N+:9]([O-:11])=[O:10])/[C:19]([O:21][CH2:22][CH3:23])=[O:20]. The yield is 0.780.